Task: Regression. Given a peptide amino acid sequence and an MHC pseudo amino acid sequence, predict their binding affinity value. This is MHC class I binding data.. Dataset: Peptide-MHC class I binding affinity with 185,985 pairs from IEDB/IMGT (1) The peptide sequence is SQLEMCEKY. The MHC is HLA-A01:01 with pseudo-sequence HLA-A01:01. The binding affinity (normalized) is 0.0847. (2) The peptide sequence is MTQNISNDK. The MHC is HLA-B39:01 with pseudo-sequence HLA-B39:01. The binding affinity (normalized) is 0.0847. (3) The binding affinity (normalized) is 0.0847. The peptide sequence is FVKDWMERI. The MHC is HLA-A02:01 with pseudo-sequence HLA-A02:01. (4) The peptide sequence is RQADILRQF. The MHC is HLA-B08:03 with pseudo-sequence YDSEYRNIFTNTYENIAYLSYNYYTWAVDAYTWY. The binding affinity (normalized) is 0.0847.